Dataset: CYP2C9 inhibition data for predicting drug metabolism from PubChem BioAssay. Task: Regression/Classification. Given a drug SMILES string, predict its absorption, distribution, metabolism, or excretion properties. Task type varies by dataset: regression for continuous measurements (e.g., permeability, clearance, half-life) or binary classification for categorical outcomes (e.g., BBB penetration, CYP inhibition). Dataset: cyp2c9_veith. (1) The molecule is CCN(CC)c1ncnc2c1ncn2[C@@H]1O[C@@H](COP(=O)(O)OP(=O)(O)C(Br)(Br)P(=O)(O)O)[C@H](O)[C@H]1O. The result is 0 (non-inhibitor). (2) The drug is Cc1ccc(C(=O)N2CCN(c3ccc(C(F)(F)F)cn3)CC2)cc1. The result is 1 (inhibitor). (3) The compound is CCN(CC)C(=O)C(=O)N/N=C/c1cccs1. The result is 0 (non-inhibitor).